This data is from Peptide-MHC class I binding affinity with 185,985 pairs from IEDB/IMGT. The task is: Regression. Given a peptide amino acid sequence and an MHC pseudo amino acid sequence, predict their binding affinity value. This is MHC class I binding data. The peptide sequence is IEEFGTGVF. The MHC is HLA-B40:01 with pseudo-sequence HLA-B40:01. The binding affinity (normalized) is 0.797.